From a dataset of HIV replication inhibition screening data with 41,000+ compounds from the AIDS Antiviral Screen. Binary Classification. Given a drug SMILES string, predict its activity (active/inactive) in a high-throughput screening assay against a specified biological target. (1) The compound is COc1ccc(C=NNC(=O)c2ccccc2Nc2ccccc2C(=O)NN=Cc2ccc(OC)c(OC)c2)cc1OC. The result is 0 (inactive). (2) The drug is C=C1CN(S(=O)(=O)c2ccc(C)cc2)CCCN(CC2CC=CCC2)CCCN(S(=O)(=O)c2ccc(C)cc2)C1.Cl. The result is 0 (inactive). (3) The result is 0 (inactive). The compound is Cc1nc(N)c(N2CCN(CN)CC2)c(O)n1. (4) The drug is COC(=O)C(=NN)C(C(=O)C(=O)Nc1cccc([N+](=O)[O-])c1)c1nc2ccc(C(=O)c3ccccc3)cc2nc1O. The result is 0 (inactive). (5) The result is 0 (inactive). The molecule is COC(=O)Cc1c(C2C(CC(=O)OC)c3ccccc3N2C(=O)C(F)(F)F)[nH]c2ccccc12. (6) The compound is COc1ccc2cc1Oc1ccc(cc1)CC1=NCCc3cc(OC)c(cc31)Oc1c(OC)c(OC)c(OC)c3c1C(C2)N(C)CC3. The result is 0 (inactive). (7) The drug is CC(CCC(=O)O)C1CCC2C3C(=O)CC4CC(O)CCC4(C)C3CCC12C. The result is 0 (inactive). (8) The drug is O=C1CCC(=O)N2c3ccccc3-c3ccccc3N12. The result is 0 (inactive). (9) The result is 0 (inactive). The molecule is CN(C)c1nc2no[nH]c-2nc1=Nc1ccccc1. (10) The drug is O=C(Nc1ccc(Cl)cc1)NC(O)C(Cl)(Cl)Cl. The result is 0 (inactive).